From a dataset of Full USPTO retrosynthesis dataset with 1.9M reactions from patents (1976-2016). Predict the reactants needed to synthesize the given product. (1) Given the product [F:1][C@@H:2]1[CH2:6][CH2:5][N:4]([C@@H:7]([CH3:29])[CH2:8][OH:9])[CH2:3]1, predict the reactants needed to synthesize it. The reactants are: [F:1][C@@H:2]1[CH2:6][CH2:5][N:4]([C@@H:7]([CH3:29])[CH2:8][O:9]C(C2C=CC=CC=2)(C2C=CC=CC=2)C2C=CC=CC=2)[CH2:3]1.Cl. (2) Given the product [CH2:1]([O:3][CH2:4][C:5]([NH:8][C:9]1[N:14]=[N:13][C:12]([N:15]2[CH2:16][CH2:17][N:18]([C:21](=[O:22])[C:23]3[CH:28]=[CH:27][CH:26]=[CH:25][C:24]=3[C:29]([F:32])([F:31])[F:30])[CH2:19][CH2:20]2)=[CH:11][CH:10]=1)=[O:7])[CH3:2], predict the reactants needed to synthesize it. The reactants are: [CH2:1]([O:3][CH2:4][C:5]([OH:7])=O)[CH3:2].[NH2:8][C:9]1[N:14]=[N:13][C:12]([N:15]2[CH2:20][CH2:19][N:18]([C:21]([C:23]3[CH:28]=[CH:27][CH:26]=[CH:25][C:24]=3[C:29]([F:32])([F:31])[F:30])=[O:22])[CH2:17][CH2:16]2)=[CH:11][CH:10]=1.